Dataset: Catalyst prediction with 721,799 reactions and 888 catalyst types from USPTO. Task: Predict which catalyst facilitates the given reaction. (1) Reactant: [C:1]([C:3]1[CH:4]=[C:5]2[C:9](=[CH:10][CH:11]=1)[NH:8][CH:7]=[C:6]2[CH2:12][CH2:13][CH2:14][CH2:15][N:16]1[CH2:21][CH2:20][N:19]([C:22]2[CH:23]=[CH:24][C:25]3[O:29][C:28]([C:30]([O:32]CC)=O)=[CH:27][C:26]=3[CH:35]=2)[CH2:18][CH2:17]1)#[N:2].C([NH2:38])=O.CC[O-].[Na+].O. Product: [C:1]([C:3]1[CH:4]=[C:5]2[C:9](=[CH:10][CH:11]=1)[NH:8][CH:7]=[C:6]2[CH2:12][CH2:13][CH2:14][CH2:15][N:16]1[CH2:21][CH2:20][N:19]([C:22]2[CH:23]=[CH:24][C:25]3[O:29][C:28]([C:30]([NH2:38])=[O:32])=[CH:27][C:26]=3[CH:35]=2)[CH2:18][CH2:17]1)#[N:2]. The catalyst class is: 1. (2) Reactant: Cl[C:2]1[CH:10]=[CH:9][C:8]2[CH2:7][CH:6]([CH2:11][N:12]3[C:17]4=[N:18][C:19]([C:23]5[CH:28]=[CH:27][N:26]=[CH:25][CH:24]=5)=[CH:20][C:21](=[O:22])[N:16]4[CH2:15][C:14]([CH3:30])([CH3:29])[CH2:13]3)[CH2:5][C:4]=2[N:3]=1.C(=O)([O-])[O-].[Na+].[Na+].[N:37]1[CH:42]=[CH:41][C:40](B(O)O)=[CH:39][CH:38]=1.O. Product: [CH3:29][C:14]1([CH3:30])[CH2:15][N:16]2[C:21](=[O:22])[CH:20]=[C:19]([C:23]3[CH:28]=[CH:27][N:26]=[CH:25][CH:24]=3)[N:18]=[C:17]2[N:12]([CH2:11][CH:6]2[CH2:5][C:4]3[N:3]=[C:2]([C:40]4[CH:41]=[CH:42][N:37]=[CH:38][CH:39]=4)[CH:10]=[CH:9][C:8]=3[CH2:7]2)[CH2:13]1. The catalyst class is: 335. (3) Reactant: C([O:3][C:4](=[O:21])[C:5]([S:12][C:13]1[CH:18]=[CH:17][C:16]([O:19][CH3:20])=[CH:15][CH:14]=1)([CH3:11])[CH2:6][CH:7]=[C:8]([CH3:10])[CH3:9])C. Product: [CH3:20][O:19][C:16]1[CH:15]=[CH:14][C:13]([S:12][C:5]([CH3:11])([CH2:6][CH:7]=[C:8]([CH3:10])[CH3:9])[C:4]([OH:21])=[O:3])=[CH:18][CH:17]=1. The catalyst class is: 273. (4) Reactant: [Br:1][C:2]1[CH:17]=[CH:16][C:5]2[CH:6]=[CH:7][C:8]3[CH:15]=[CH:14][CH:13]=[CH:12][C:9]=3[NH:10][CH2:11][C:4]=2[CH:3]=1.CCN(CC)CC.Cl[C:26](=[O:34])[CH2:27][CH2:28][CH2:29][C:30]([O:32][CH3:33])=[O:31]. Product: [Br:1][C:2]1[CH:17]=[CH:16][C:5]2[CH:6]=[CH:7][C:8]3[CH:15]=[CH:14][CH:13]=[CH:12][C:9]=3[N:10]([C:26](=[O:34])[CH2:27][CH2:28][CH2:29][C:30]([O:32][CH3:33])=[O:31])[CH2:11][C:4]=2[CH:3]=1. The catalyst class is: 2.